This data is from Forward reaction prediction with 1.9M reactions from USPTO patents (1976-2016). The task is: Predict the product of the given reaction. (1) Given the reactants [NH:1]1[CH2:6][CH2:5][CH2:4][CH2:3][CH2:2]1.[F:7][C:8]1[CH:13]=[CH:12][CH:11]=[CH:10][C:9]=1[C:14]1[C:19]([C:20]([NH:22][CH:23]([CH3:25])[CH3:24])=[O:21])=[CH:18][N:17]=[C:16](S(C)(=O)=O)[N:15]=1.[CH2:30]1[CH2:34][O:33][CH2:32][CH2:31]1, predict the reaction product. The product is: [CH3:32][O:33][C:34]1[CH:8]=[C:9]([CH:10]=[CH:31][CH:30]=1)[CH2:14][N:22]([CH:23]([CH3:25])[CH3:24])[C:20]([C:19]1[C:14]([C:9]2[CH:10]=[CH:11][CH:12]=[CH:13][C:8]=2[F:7])=[N:15][C:16]([N:1]2[CH2:6][CH2:5][CH2:4][CH2:3][CH2:2]2)=[N:17][CH:18]=1)=[O:21]. (2) Given the reactants [Br:1][C:2]1[CH:7]=[CH:6][C:5]([C@@H:8]2[NH:12][C@H:11]([C:13]([O:15][CH3:16])=[O:14])[CH2:10][CH2:9]2)=[CH:4][CH:3]=1.[C:17](O[C:17]([O:19][C:20]([CH3:23])([CH3:22])[CH3:21])=[O:18])([O:19][C:20]([CH3:23])([CH3:22])[CH3:21])=[O:18], predict the reaction product. The product is: [Br:1][C:2]1[CH:3]=[CH:4][C:5]([C@@H:8]2[N:12]([C:17]([O:19][C:20]([CH3:23])([CH3:22])[CH3:21])=[O:18])[C@H:11]([C:13]([O:15][CH3:16])=[O:14])[CH2:10][CH2:9]2)=[CH:6][CH:7]=1. (3) Given the reactants [CH:1]1([N:7]2[C:11](=[O:12])[CH:10]=[C:9]([CH3:13])[N:8]2[CH3:14])[CH2:6][CH2:5][CH2:4][CH2:3][CH2:2]1.[Br:15]N1C(=O)CCC1=O, predict the reaction product. The product is: [Br:15][C:10]1[C:11](=[O:12])[N:7]([CH:1]2[CH2:2][CH2:3][CH2:4][CH2:5][CH2:6]2)[N:8]([CH3:14])[C:9]=1[CH3:13]. (4) Given the reactants C([N:8]1[CH2:11][CH2:10][CH:9]1[C:12](OCC)=[O:13])C1C=CC=CC=1.[H-].[Al+3].[Li+].[H-].[H-].[H-].[C:31](O[C:31]([O:33][C:34]([CH3:37])([CH3:36])[CH3:35])=[O:32])([O:33][C:34]([CH3:37])([CH3:36])[CH3:35])=[O:32].[H][H], predict the reaction product. The product is: [OH:13][CH2:12][CH:9]1[CH2:10][CH2:11][N:8]1[C:31]([O:33][C:34]([CH3:35])([CH3:36])[CH3:37])=[O:32]. (5) Given the reactants [F:1][C:2]1[CH:7]=[CH:6][CH:5]=[CH:4][C:3]=1[C:8]1[CH:13]=[CH:12][N:11]2[N:14]=[CH:15][C:16]([CH:17]=[C:18]3S[C:21](=[O:23])[NH:20][C:19]3=[O:24])=[C:10]2[N:9]=1.[NH:25]1CC(=O)NC1=O, predict the reaction product. The product is: [F:1][C:2]1[CH:7]=[CH:6][CH:5]=[CH:4][C:3]=1[C:8]1[CH:13]=[CH:12][N:11]2[N:14]=[CH:15][C:16]([CH:17]=[C:18]3[NH:25][C:21](=[O:23])[NH:20][C:19]3=[O:24])=[C:10]2[N:9]=1. (6) Given the reactants OC1C=C(C=[C:8]([OH:10])[CH:9]=1)C=O.[C:11]([O-:14])([O-])=O.[K+].[K+].[CH3:17][O:18][CH2:19][CH2:20][O:21][CH2:22][CH2:23][O:24][CH2:25][CH2:26][O:27][C:28]1[CH:37]=[C:36]([CH3:38])[CH:35]=[CH:34][C:29]=1S([O-])(=O)=O.[OH2:39], predict the reaction product. The product is: [CH3:17][O:18][CH2:19][CH2:20][O:21][CH2:22][CH2:23][O:24][CH2:25][CH2:26][O:27][C:28]1[CH:37]=[C:36]([CH:35]=[C:34]([O:18][CH2:19][CH2:20][O:21][CH2:22][CH2:23][O:10][CH2:8][CH2:9][O:14][CH3:11])[CH:29]=1)[CH:38]=[O:39]. (7) Given the reactants [CH3:1][O:2][CH2:3][O:4][C@H:5]1[CH2:18][CH2:17][C@@H:16]2[C@H:7]([CH2:8][C@@H:9]3[C@@H:14]([CH2:15]2)[C@@H:13]2[CH2:19][CH:20]=[C:21](OS(C(F)(F)F)(=O)=O)[C@@:12]2([CH3:30])[CH2:11][CH2:10]3)[CH2:6]1.[C-:31]#[N:32].[Na+].[NH4+].[Cl-], predict the reaction product. The product is: [CH3:1][O:2][CH2:3][O:4][C@H:5]1[CH2:18][CH2:17][C@@H:16]2[C@H:7]([CH2:8][C@@H:9]3[C@@H:14]([CH2:15]2)[C@@H:13]2[CH2:19][CH:20]=[C:21]([C:31]#[N:32])[C@@:12]2([CH3:30])[CH2:11][CH2:10]3)[CH2:6]1. (8) The product is: [CH3:53][O:54][C:3]1[CH:2]=[CH:7][C:6]([C:21]2[CH:22]=[CH:23][C:24]3[N:25]([CH:27]=[CH:28][N:29]=3)[CH:26]=2)=[CH:5][C:4]=1[C:10]1[CH:11]=[CH:12][C:13]2[C:14]([CH:18]=1)=[N:15][O:16][N:17]=2. Given the reactants Br[C:2]1[CH:3]=[C:4]([C:10]2[CH:11]=[CH:12][C:13]3[C:14]([CH:18]=2)=[N:15][O:16][N:17]=3)[CH:5]=[C:6](OC)[CH:7]=1.C[Sn](C)(C)[C:21]1[CH:22]=[CH:23][C:24]2[N:25]([CH:27]=[CH:28][N:29]=2)[CH:26]=1.C1(P(C2C=CC=CC=2)C2C=CC=CC=2)C=CC=CC=1.CN(C)[CH:53]=[O:54], predict the reaction product.